This data is from Cav3 T-type calcium channel HTS with 100,875 compounds. The task is: Binary Classification. Given a drug SMILES string, predict its activity (active/inactive) in a high-throughput screening assay against a specified biological target. (1) The drug is O(c1c2c(n(c(=O)c1)C)cccc2)CC(=O)NCc1ncccc1. The result is 0 (inactive). (2) The molecule is S1C(N(CC(=O)N)c2ccccc2)C(=O)N(Cc2ccccc2)C1=O. The result is 0 (inactive). (3) The drug is O(c1c(Nc2n3ncnc3nc(c2)C)cc(cc1)C(O)=O)C. The result is 0 (inactive).